This data is from Forward reaction prediction with 1.9M reactions from USPTO patents (1976-2016). The task is: Predict the product of the given reaction. (1) Given the reactants C([O:3][C:4](=[O:19])[CH2:5][C:6]1[CH:7]=[N:8][N:9]([C:12]2[CH:17]=[CH:16][C:15]([F:18])=[CH:14][CH:13]=2)[C:10]=1Br)C.C(=O)([O-])[O-].[K+].[K+].[CH3:26][C:27](C(C1C(C)=NN(CC2C=CC=CN=2)C=1C)C([O-])=O)(C)C.C(O)(=O)C, predict the reaction product. The product is: [CH2:26]([C:10]1[N:9]([C:12]2[CH:13]=[CH:14][C:15]([F:18])=[CH:16][CH:17]=2)[N:8]=[CH:7][C:6]=1[CH2:5][C:4]([OH:3])=[O:19])[CH3:27]. (2) Given the reactants [CH3:1][C:2]1[N:7]=[C:6]([C:8]([N:10]2[C@H:16]([CH2:17][OH:18])[CH2:15][C@@H:14]3[C@@H:12]([CH2:13]3)[CH2:11]2)=[O:9])[C:5]([C:19]2[N:24]=[CH:23][CH:22]=[CH:21][N:20]=2)=[CH:4][CH:3]=1.[Cl:25][C:26]1[CH:27]=[CH:28][C:29](=O)[NH:30][CH:31]=1.P(CCCC)(CCCC)CCCC.CN(C(/N=N/C(N(C)C)=O)=O)C, predict the reaction product. The product is: [Cl:25][C:26]1[CH:27]=[CH:28][C:29]([O:18][CH2:17][C@@H:16]2[CH2:15][C@@H:14]3[C@@H:12]([CH2:13]3)[CH2:11][N:10]2[C:8]([C:6]2[C:5]([C:19]3[N:24]=[CH:23][CH:22]=[CH:21][N:20]=3)=[CH:4][CH:3]=[C:2]([CH3:1])[N:7]=2)=[O:9])=[N:30][CH:31]=1. (3) Given the reactants [F:1][C:2]1[CH:7]=[CH:6][C:5]([C:8]2[C:13]([CH:14](O)[CH2:15]C=C)=[C:12]([CH:19]([CH3:21])[CH3:20])[N:11]=[C:10]([N:22]([CH3:27])[S:23]([CH3:26])(=[O:25])=[O:24])[N:9]=2)=[CH:4][CH:3]=1.CSC.[CH3:31][OH:32], predict the reaction product. The product is: [F:1][C:2]1[CH:7]=[CH:6][C:5]([C:8]2[C:13]([CH:14]=[CH:15][CH:31]=[O:32])=[C:12]([CH:19]([CH3:21])[CH3:20])[N:11]=[C:10]([N:22]([CH3:27])[S:23]([CH3:26])(=[O:25])=[O:24])[N:9]=2)=[CH:4][CH:3]=1. (4) Given the reactants [NH:1]1[CH2:6][CH2:5][CH:4]([CH2:7][CH2:8][C:9]([OH:11])=[O:10])[CH2:3][CH2:2]1.[OH-].[Na+].[C:14](Cl)(=[O:25])[O:15][CH2:16][C:17]1[CH:22]=[C:21]([Cl:23])[CH:20]=[C:19]([Cl:24])[CH:18]=1, predict the reaction product. The product is: [Cl:23][C:21]1[CH:22]=[C:17]([CH:18]=[C:19]([Cl:24])[CH:20]=1)[CH2:16][O:15][C:14]([N:1]1[CH2:6][CH2:5][CH:4]([CH2:7][CH2:8][C:9]([OH:11])=[O:10])[CH2:3][CH2:2]1)=[O:25]. (5) Given the reactants [OH:1][C@H:2]([C@H:10]1[O:15][CH2:14][CH2:13][N:12]([C:16]2[CH:21]=[CH:20][CH:19]=[C:18]([C:22]([F:25])([F:24])[F:23])[N:17]=2)[C:11]1=[O:26])[C:3]([O:5][C:6]([CH3:9])([CH3:8])[CH3:7])=[O:4].[Li+].CC([N-]C(C)C)C.[C:35]([O-])(O)=[O:36].[Na+], predict the reaction product. The product is: [OH:1][C@H:2]([C@@:10]1([CH2:35][OH:36])[O:15][CH2:14][CH2:13][N:12]([C:16]2[CH:21]=[CH:20][CH:19]=[C:18]([C:22]([F:23])([F:25])[F:24])[N:17]=2)[C:11]1=[O:26])[C:3]([O:5][C:6]([CH3:8])([CH3:7])[CH3:9])=[O:4]. (6) Given the reactants [CH2:1]([N:3]([CH2:7][CH3:8])[CH2:4][CH2:5][NH2:6])[CH3:2].Cl[C:10]1[N:11]=[N+:12]([O-:23])[C:13]2[CH:22]=[C:21]3[C:17]([CH2:18][CH2:19][CH2:20]3)=[CH:16][C:14]=2[N:15]=1, predict the reaction product. The product is: [O-:23][N+:12]1[C:13]2[CH:22]=[C:21]3[C:17](=[CH:16][C:14]=2[N:15]=[C:10]([NH:6][CH2:5][CH2:4][N:3]([CH2:7][CH3:8])[CH2:1][CH3:2])[N:11]=1)[CH2:18][CH2:19][CH2:20]3. (7) Given the reactants [ClH:1].ClC1NC=C([C@H:8]2[C:16]3[C:11](=[CH:12][CH:13]=[CH:14][CH:15]=3)[CH2:10][NH:9]2)C1.[C:17]([O-:20])([O-])=[O:18].[K+].[K+].BrCCC=C1C2[CH:34]=[CH:35][CH:36]=[N:37][C:32]=2COC2C=CC(C(O)(C)C)=CC1=2, predict the reaction product. The product is: [C:11]([O:20][C:17]([N:37]1[CH2:36][CH2:35][C@@H:34]([N:9]2[CH2:8][C:16]3[C:11](=[CH:12][CH:13]=[C:14]([Cl:1])[CH:15]=3)[CH2:10]2)[CH2:32]1)=[O:18])([CH3:16])([CH3:12])[CH3:10]. (8) Given the reactants [Cl:1][C:2]1[CH:16]=[CH:15][C:5]([CH2:6][NH:7][C:8](=[O:14])[O:9][C:10]([CH3:13])([CH3:12])[CH3:11])=[C:4]([C:17]2[CH:22]=[C:21]([O:23]C)[N:20]=[CH:19][N:18]=2)[CH:3]=1.Br, predict the reaction product. The product is: [Cl:1][C:2]1[CH:16]=[CH:15][C:5]([CH2:6][NH:7][C:8](=[O:14])[O:9][C:10]([CH3:13])([CH3:12])[CH3:11])=[C:4]([C:17]2[CH:22]=[C:21]([OH:23])[N:20]=[CH:19][N:18]=2)[CH:3]=1.